This data is from Catalyst prediction with 721,799 reactions and 888 catalyst types from USPTO. The task is: Predict which catalyst facilitates the given reaction. (1) Reactant: Cl.[Cl:2][C:3]1[CH:4]=[C:5]([C:13]2[O:17][N:16]=[C:15]([C:18]3[C:19]([CH3:28])=[C:20]4[C:25](=[CH:26][CH:27]=3)[CH2:24][NH:23][CH2:22][CH2:21]4)[N:14]=2)[CH:6]=[CH:7][C:8]=1[O:9][CH:10]([CH3:12])[CH3:11].CCN(C(C)C)C(C)C.[Br:38][CH2:39][C:40](Br)=[O:41]. Product: [Br:38][CH2:39][C:40]([N:23]1[CH2:22][CH2:21][C:20]2[C:25](=[CH:26][CH:27]=[C:18]([C:15]3[N:14]=[C:13]([C:5]4[CH:6]=[CH:7][C:8]([O:9][CH:10]([CH3:12])[CH3:11])=[C:3]([Cl:2])[CH:4]=4)[O:17][N:16]=3)[C:19]=2[CH3:28])[CH2:24]1)=[O:41]. The catalyst class is: 2. (2) Reactant: CC(OC([N:8](C(OC(C)(C)C)=O)[N:9]([C:17]1[C:22]([F:23])=[C:21]([NH:24][CH2:25][CH2:26][C:27]2[CH:31]=[CH:30][S:29][CH:28]=2)[N:20]=[C:19]([Cl:32])[N:18]=1)C(OC(C)(C)C)=O)=O)(C)C.Cl. Product: [Cl:32][C:19]1[NH:20][C:21]([NH:24][CH2:25][CH2:26][C:27]2[CH:31]=[CH:30][S:29][CH:28]=2)=[C:22]([F:23])[C:17](=[N:9][NH2:8])[N:18]=1. The catalyst class is: 5. (3) Reactant: Br[C:2]1[CH:11]=[CH:10][CH:9]=[C:8]2[C:3]=1[CH:4]=[C:5]([CH3:28])[C:6]([C@H:17]([O:23][C:24]([CH3:27])([CH3:26])[CH3:25])[C:18]([O:20][CH2:21][CH3:22])=[O:19])=[C:7]2[O:12][S:13]([CH3:16])(=[O:15])=[O:14].[CH3:29]B1OB(C)OB(C)O1.C([O-])([O-])=O.[K+].[K+]. Product: [C:24]([O:23][C@@H:17]([C:6]1[C:5]([CH3:28])=[CH:4][C:3]2[C:8](=[CH:9][CH:10]=[CH:11][C:2]=2[CH3:29])[C:7]=1[O:12][S:13]([CH3:16])(=[O:15])=[O:14])[C:18]([O:20][CH2:21][CH3:22])=[O:19])([CH3:26])([CH3:27])[CH3:25]. The catalyst class is: 780. (4) Reactant: O[O:2][S:3]([O-:5])=O.[K+].[CH:7]1([CH2:10][N:11]2[C:17](=[O:18])[C@H:16]([NH:19][C:20](=[O:26])[O:21][C:22]([CH3:25])([CH3:24])[CH3:23])[CH2:15]S[C@@H:13]([C:27]3[CH:32]=[CH:31][CH:30]=[CH:29][CH:28]=3)[CH2:12]2)[CH2:9][CH2:8]1. Product: [CH:7]1([CH2:10][N:11]2[C:17](=[O:18])[C@H:16]([NH:19][C:20](=[O:26])[O:21][C:22]([CH3:24])([CH3:25])[CH3:23])[CH2:15][S:3](=[O:5])(=[O:2])[C@@H:13]([C:27]3[CH:32]=[CH:31][CH:30]=[CH:29][CH:28]=3)[CH2:12]2)[CH2:8][CH2:9]1. The catalyst class is: 24. (5) Reactant: [C:1]1([N:7]([CH2:30][C:31]([O:33][CH2:34][CH3:35])=[O:32])[C:8]([C:10]2[CH:29]=[CH:28][C:13]3[N:14]([CH3:27])[C:15]([CH2:17][CH2:18][C:19]4[CH:24]=[CH:23][C:22]([C:25]#[N:26])=[CH:21][CH:20]=4)=[N:16][C:12]=3[CH:11]=2)=[O:9])[CH:6]=[CH:5][CH:4]=[CH:3][CH:2]=1.[ClH:36].C(O)C.C(=O)([O-])[O-].[NH4+:44].[NH4+]. Product: [ClH:36].[C:1]1([N:7]([CH2:30][C:31]([O:33][CH2:34][CH3:35])=[O:32])[C:8]([C:10]2[CH:29]=[CH:28][C:13]3[N:14]([CH3:27])[C:15]([CH2:17][CH2:18][C:19]4[CH:24]=[CH:23][C:22]([C:25](=[NH:44])[NH2:26])=[CH:21][CH:20]=4)=[N:16][C:12]=3[CH:11]=2)=[O:9])[CH:6]=[CH:5][CH:4]=[CH:3][CH:2]=1. The catalyst class is: 429. (6) Reactant: [CH2:1]1[C:9]2[C:4](=[CH:5][CH:6]=[CH:7][CH:8]=2)[CH2:3][NH:2]1.C(N(C(C)C)C(C)C)C.CN1CCCC1.Cl[CH2:26][C:27]1[CH:32]=[CH:31][C:30]([N:33]=[C:34]=[O:35])=[CH:29][CH:28]=1.[CH3:36][NH:37][CH2:38][C:39]1[CH:44]=[CH:43][CH:42]=[CH:41][CH:40]=1. The catalyst class is: 47. Product: [CH2:38]([N:37]([CH2:26][C:27]1[CH:32]=[CH:31][C:30]([NH:33][C:34]([N:2]2[CH2:3][C:4]3[C:9](=[CH:8][CH:7]=[CH:6][CH:5]=3)[CH2:1]2)=[O:35])=[CH:29][CH:28]=1)[CH3:36])[C:39]1[CH:44]=[CH:43][CH:42]=[CH:41][CH:40]=1. (7) Reactant: C[Si](C)(C)CCOC[N:7]1[C:11]2[N:12]=[CH:13][N:14]=[C:15]([C:16]3[CH:17]=[N:18][N:19]([C@@H:21]4[CH2:26][CH2:25][C@H:24]([CH2:27][S:28][C:29]5[NH:30][C:31]([NH2:34])=[N:32][N:33]=5)[CH2:23][CH2:22]4)[CH:20]=3)[C:10]=2[CH:9]=[CH:8]1.CC#N.O. Product: [N:12]1[C:11]2[NH:7][CH:8]=[CH:9][C:10]=2[C:15]([C:16]2[CH:17]=[N:18][N:19]([C@@H:21]3[CH2:26][CH2:25][C@H:24]([CH2:27][S:28][C:29]4[NH:30][C:31]([NH2:34])=[N:32][N:33]=4)[CH2:23][CH2:22]3)[CH:20]=2)=[N:14][CH:13]=1. The catalyst class is: 67.